This data is from Forward reaction prediction with 1.9M reactions from USPTO patents (1976-2016). The task is: Predict the product of the given reaction. (1) Given the reactants Cl.[NH2:2][C:3]([CH3:20])([CH3:19])[CH2:4][CH2:5][CH2:6][N:7]1[C:11]2[CH:12]=[C:13]([F:16])[CH:14]=[CH:15][C:10]=2[N:9]([CH3:17])[C:8]1=[O:18].[CH2:21]([O:28][C:29]1[CH:30]=[C:31]([C:40](=[O:46])[CH:41](OCC)O)[C:32]2[O:37][CH2:36][C:35](=[O:38])[NH:34][C:33]=2[CH:39]=1)[C:22]1[CH:27]=[CH:26][CH:25]=[CH:24][CH:23]=1, predict the reaction product. The product is: [CH2:21]([O:28][C:29]1[CH:30]=[C:31]([CH:40]([OH:46])[CH2:41][NH:2][C:3]([CH3:20])([CH3:19])[CH2:4][CH2:5][CH2:6][N:7]2[C:11]3[CH:12]=[C:13]([F:16])[CH:14]=[CH:15][C:10]=3[N:9]([CH3:17])[C:8]2=[O:18])[C:32]2[O:37][CH2:36][C:35](=[O:38])[NH:34][C:33]=2[CH:39]=1)[C:22]1[CH:23]=[CH:24][CH:25]=[CH:26][CH:27]=1. (2) Given the reactants [B:1](OC(C)C)([O:6]C(C)C)[O:2]C(C)C.[CH2:14]([O:21][C:22]1[CH:27]=[CH:26][C:25](Br)=[C:24]([CH:29]=[CH2:30])[CH:23]=1)[C:15]1[CH:20]=[CH:19][CH:18]=[CH:17][CH:16]=1.C([Li])CCC.Cl, predict the reaction product. The product is: [CH2:14]([O:21][C:22]1[CH:27]=[CH:26][C:25]([B:1]([OH:6])[OH:2])=[C:24]([CH:29]=[CH2:30])[CH:23]=1)[C:15]1[CH:20]=[CH:19][CH:18]=[CH:17][CH:16]=1. (3) Given the reactants [F:1][C:2]1[CH:7]=[C:6]([F:8])[CH:5]=[CH:4][C:3]=1[S:9]([NH:12][C:13]1[C:14]([O:29][CH3:30])=[N:15][CH:16]=[C:17]([C:19]2[CH:20]=[CH:21][C:22]3[N:23]([C:25](I)=[CH:26][N:27]=3)[CH:24]=2)[CH:18]=1)(=[O:11])=[O:10].CCN(CC)CC.[CH3:38][CH:39]([OH:42])[C:40]#[CH:41], predict the reaction product. The product is: [F:1][C:2]1[CH:7]=[C:6]([F:8])[CH:5]=[CH:4][C:3]=1[S:9]([NH:12][C:13]1[C:14]([O:29][CH3:30])=[N:15][CH:16]=[C:17]([C:19]2[CH:20]=[CH:21][C:22]3[N:23]([C:25]([C:41]#[C:40][CH:39]([OH:42])[CH3:38])=[CH:26][N:27]=3)[CH:24]=2)[CH:18]=1)(=[O:11])=[O:10]. (4) Given the reactants [Cl-].[Ca+2].[Cl-].[BH4-].[Na+].[N:6]1([C:24]([O:26][C:27]([CH3:30])([CH3:29])[CH3:28])=[O:25])[C@@H:18]2[C@@H:9]([C@H:10]([C:19](OCC)=[O:20])[NH:11][C:12]3[CH:13]=[CH:14][CH:15]=[CH:16][C:17]=32)[CH2:8][CH2:7]1.C(=O)([O-])O.[Na+], predict the reaction product. The product is: [OH:20][CH2:19][C@H:10]1[C@H:9]2[CH2:8][CH2:7][N:6]([C:24]([O:26][C:27]([CH3:30])([CH3:29])[CH3:28])=[O:25])[C@H:18]2[C:17]2[CH:16]=[CH:15][CH:14]=[CH:13][C:12]=2[NH:11]1. (5) Given the reactants [Br:1][C:2]1[C:3]([C:29]2[CH:34]=[CH:33][CH:32]=[C:31]([Cl:35])[C:30]=2[Cl:36])=[N:4][O:5][C:6]=1[C@@H:7]1[C@:12]([C:14]2[CH:19]=[CH:18][C:17]([F:20])=[C:16]([F:21])[CH:15]=2)([OH:13])[CH2:11][CH2:10][N:9](C(OC(C)(C)C)=O)[CH2:8]1.Cl.O1CCOCC1, predict the reaction product. The product is: [Br:1][C:2]1[C:3]([C:29]2[CH:34]=[CH:33][CH:32]=[C:31]([Cl:35])[C:30]=2[Cl:36])=[N:4][O:5][C:6]=1[C@@H:7]1[C@:12]([C:14]2[CH:19]=[CH:18][C:17]([F:20])=[C:16]([F:21])[CH:15]=2)([OH:13])[CH2:11][CH2:10][NH:9][CH2:8]1. (6) Given the reactants C(OC([N:8]1[C:16]2[C:11](=[CH:12][CH:13]=[C:14]([NH2:17])[CH:15]=2)[C:10](=[O:18])[NH:9]1)=O)(C)(C)C.[CH:19]1([C:22]2[CH:23]=[C:24]([NH:27][C:28]3[N:33]=[C:32](Cl)[N:31]=[C:30]([Cl:35])[N:29]=3)[NH:25][N:26]=2)[CH2:21][CH2:20]1, predict the reaction product. The product is: [Cl:35][C:30]1[N:29]=[C:28]([NH:27][C:24]2[NH:25][N:26]=[C:22]([CH:19]3[CH2:21][CH2:20]3)[CH:23]=2)[N:33]=[C:32]([NH:17][C:14]2[CH:15]=[C:16]3[C:11]([C:10](=[O:18])[NH:9][NH:8]3)=[CH:12][CH:13]=2)[N:31]=1. (7) Given the reactants [Cl:1][C:2]1[CH:3]=[C:4]([C:9]2([F:15])[CH2:13][CH2:12][O:11][C:10]2=[O:14])[CH:5]=[CH:6][C:7]=1[Cl:8].[C:16](O)(=O)C.[BrH:20].O=S(Cl)Cl, predict the reaction product. The product is: [CH3:16][O:11][C:10](=[O:14])[C:9]([C:4]1[CH:5]=[CH:6][C:7]([Cl:8])=[C:2]([Cl:1])[CH:3]=1)([F:15])[CH2:13][CH2:12][Br:20].